This data is from NCI-60 drug combinations with 297,098 pairs across 59 cell lines. The task is: Regression. Given two drug SMILES strings and cell line genomic features, predict the synergy score measuring deviation from expected non-interaction effect. Drug 1: CN1C2=C(C=C(C=C2)N(CCCl)CCCl)N=C1CCCC(=O)O.Cl. Drug 2: CCN(CC)CCCC(C)NC1=C2C=C(C=CC2=NC3=C1C=CC(=C3)Cl)OC. Cell line: U251. Synergy scores: CSS=28.4, Synergy_ZIP=-8.35, Synergy_Bliss=-2.95, Synergy_Loewe=-9.88, Synergy_HSA=-3.15.